Predict the reactants needed to synthesize the given product. From a dataset of Full USPTO retrosynthesis dataset with 1.9M reactions from patents (1976-2016). (1) Given the product [CH3:1][O:2][C:3](=[O:16])[C:4]1[CH:9]=[C:8]([C:10](=[O:13])[CH2:11][CH3:12])[C:7]([F:14])=[CH:6][C:5]=1[O:15][CH2:28][C:29]1[CH:34]=[CH:33][CH:32]=[CH:31][CH:30]=1, predict the reactants needed to synthesize it. The reactants are: [CH3:1][O:2][C:3](=[O:16])[C:4]1[CH:9]=[C:8]([C:10](=[O:13])[CH2:11][CH3:12])[C:7]([F:14])=[CH:6][C:5]=1[OH:15].C(=O)([O-])[O-].[Na+].[Na+].CN(C)C=O.[CH2:28](Br)[C:29]1[CH:34]=[CH:33][CH:32]=[CH:31][CH:30]=1. (2) Given the product [CH3:46][S:43]([C:35]1[CH:34]=[C:33]([C:30]2[N:31]=[CH:32][N:28](/[CH:27]=[CH:26]\[C:25]([NH:49][NH2:50])=[O:47])[N:29]=2)[CH:38]=[C:37]([C:39]([F:41])([F:42])[F:40])[CH:36]=1)(=[O:44])=[O:45], predict the reactants needed to synthesize it. The reactants are: [CH3:46][S:43]([C:35]1[CH:34]=[C:33]([C:30]2[N:31]=[CH:32][N:28](/[CH:27]=[CH:26]\[C:25](O[C:25](=[O:47])/[CH:26]=[CH:27]\[N:28]3[CH:32]=[N:31][C:30]([C:33]4[CH:38]=[C:37]([C:39]([F:42])([F:41])[F:40])[CH:36]=[C:35]([S:43]([CH3:46])(=[O:45])=[O:44])[CH:34]=4)=[N:29]3)=[O:47])[N:29]=2)[CH:38]=[C:37]([C:39]([F:40])([F:42])[F:41])[CH:36]=1)(=[O:44])=[O:45].O.[NH2:49][NH2:50].CO.ClCCl. (3) Given the product [CH3:17][C:16]([CH3:36])([O:18][C:19]([NH:21][C@H:22]([CH2:27][C:28]1[CH:33]=[C:32]([F:34])[CH:31]=[CH:30][C:29]=1[F:35])[CH2:23][C:24]([N:12]1[CH2:13][CH2:14][C:8]2[CH:7]=[N:6][C:5]([S:4][CH2:2][CH3:3])=[N:10][C:9]=2[CH2:11]1)=[O:25])=[O:20])[CH3:15], predict the reactants needed to synthesize it. The reactants are: Cl.[CH2:2]([S:4][C:5]1[N:6]=[CH:7][C:8]2[CH2:14][CH2:13][NH:12][CH2:11][C:9]=2[N:10]=1)[CH3:3].[CH3:15][C:16]([CH3:36])([O:18][C:19]([NH:21][C@H:22]([CH2:27][C:28]1[CH:33]=[C:32]([F:34])[CH:31]=[CH:30][C:29]=1[F:35])[CH2:23][C:24](O)=[O:25])=[O:20])[CH3:17].C(Cl)CCl.C1C=CC2N(O)N=NC=2C=1.C(N(C(C)C)CC)(C)C. (4) The reactants are: [O:1]=[C:2]1[NH:7][CH:6]=[N:5][C:4]2[C:8](C(OC)=O)=[CH:9][NH:10][C:3]1=2.[OH-].[K+]. Given the product [N:5]1[C:4]2[CH:8]=[CH:9][NH:10][C:3]=2[C:2](=[O:1])[NH:7][CH:6]=1, predict the reactants needed to synthesize it. (5) Given the product [S:9]1[CH:8]=[C:7]([Si:16]([CH2:21][CH3:22])([CH2:19][CH3:20])[CH2:17][CH3:18])[C:5]2[CH:6]=[CH:1][CH:2]=[CH:3][C:4]1=2, predict the reactants needed to synthesize it. The reactants are: [CH:1]1[CH:2]=[CH:3][C:4]2[S:9][CH:8]=[CH:7][C:5]=2[CH:6]=1.CC([O-])(C)C.[K+].[SiH:16]([CH2:21][CH3:22])([CH2:19][CH3:20])[CH2:17][CH3:18]. (6) Given the product [CH3:21][O:20][C:15]1[CH:16]=[CH:17][CH:18]=[CH:19][C:14]=1[C:9]1[CH:10]=[CH:11][CH:12]=[C:13]2[C:8]=1[NH:7][C:6]([C:22]([OH:24])=[O:23])=[C:5]2[CH2:4][CH2:3][CH2:2][O:38][C:29]1[C:30]2[C:35](=[CH:34][CH:33]=[CH:32][CH:31]=2)[CH:36]=[CH:37][C:28]=1[CH3:27], predict the reactants needed to synthesize it. The reactants are: O[CH2:2][CH2:3][CH2:4][C:5]1[C:13]2[C:8](=[C:9]([C:14]3[CH:19]=[CH:18][CH:17]=[CH:16][C:15]=3[O:20][CH3:21])[CH:10]=[CH:11][CH:12]=2)[NH:7][C:6]=1[C:22]([O:24]CC)=[O:23].[CH3:27][C:28]1[CH:37]=[CH:36][C:35]2[C:30](=[CH:31][CH:32]=[CH:33][CH:34]=2)[C:29]=1[OH:38].C1(P(C2C=CC=CC=2)C2C=CC=CC=2)C=CC=CC=1.N(C(OC(C)(C)C)=O)=NC(OC(C)(C)C)=O.[Li+].[OH-].Cl. (7) The reactants are: [F:1][C:2]1[CH:3]=[C:4]([CH:31]=[CH:32][C:33]=1[NH:34][C:35]([C:37]1([C:40](=[O:49])[NH:41][C:42]2[CH:47]=[CH:46][C:45]([F:48])=[CH:44][CH:43]=2)[CH2:39][CH2:38]1)=[O:36])[O:5][C:6]1[CH:11]=[CH:10][N:9]=[C:8]([N:12](C(OC2C=CC=CC=2)=O)[C:13](=O)[O:14]C2C=CC=CC=2)[CH:7]=1.Cl.Cl.[N:52]1([CH2:56][CH:57]2[CH2:62][CH2:61][NH:60][CH2:59][CH2:58]2)[CH2:55][CH2:54][CH2:53]1. Given the product [N:52]1([CH2:56][CH:57]2[CH2:62][CH2:61][N:60]([C:13]([NH:12][C:8]3[CH:7]=[C:6]([O:5][C:4]4[CH:31]=[CH:32][C:33]([NH:34][C:35]([C:37]5([C:40]([NH:41][C:42]6[CH:43]=[CH:44][C:45]([F:48])=[CH:46][CH:47]=6)=[O:49])[CH2:39][CH2:38]5)=[O:36])=[C:2]([F:1])[CH:3]=4)[CH:11]=[CH:10][N:9]=3)=[O:14])[CH2:59][CH2:58]2)[CH2:55][CH2:54][CH2:53]1, predict the reactants needed to synthesize it. (8) Given the product [NH2:20][C:10]1[C:9]2[N:8]=[C:7]([CH2:21][CH2:22][CH3:23])[N:6]([CH2:5][CH2:4][CH2:3][CH2:2][NH:1][C:36]([CH:31]3[CH2:35][CH2:34][CH2:33][CH2:32]3)=[O:37])[C:18]=2[C:17]2[CH:16]=[CH:15][C:14]([Br:19])=[CH:13][C:12]=2[N:11]=1, predict the reactants needed to synthesize it. The reactants are: [NH2:1][CH2:2][CH2:3][CH2:4][CH2:5][N:6]1[C:18]2[C:17]3[CH:16]=[CH:15][C:14]([Br:19])=[CH:13][C:12]=3[N:11]=[C:10]([NH2:20])[C:9]=2[N:8]=[C:7]1[CH2:21][CH2:22][CH3:23].C(N(CC)CC)C.[CH:31]1([C:36](Cl)=[O:37])[CH2:35][CH2:34][CH2:33][CH2:32]1.